This data is from Reaction yield outcomes from USPTO patents with 853,638 reactions. The task is: Predict the reaction yield, written as a fraction of the theoretical maximum amount of product (1.0 means a 100% yield; for example, 0.34 means a 34% yield). (1) The reactants are [C:1]([N:5]1[C:13]2[C:8](=[CH:9][C:10]([N+:14]([O-])=O)=[CH:11][CH:12]=2)[CH:7]=[CH:6]1)([CH3:4])([CH3:3])[CH3:2]. The catalyst is CO.[Ni]. The product is [C:1]([N:5]1[C:13]2[C:8](=[CH:9][C:10]([NH2:14])=[CH:11][CH:12]=2)[CH:7]=[CH:6]1)([CH3:4])([CH3:2])[CH3:3]. The yield is 0.450. (2) The reactants are [Cl:1][C:2]1[C:3]([OH:12])=[CH:4][C:5]2[O:9][C:8](=[O:10])[NH:7][C:6]=2[CH:11]=1.N1C=CN=C1.[CH:18]([Si:21](Cl)([CH:25]([CH3:27])[CH3:26])[CH:22]([CH3:24])[CH3:23])([CH3:20])[CH3:19]. The catalyst is CN(C)C=O. The product is [Cl:1][C:2]1[C:3]([O:12][Si:21]([CH:25]([CH3:27])[CH3:26])([CH:22]([CH3:24])[CH3:23])[CH:18]([CH3:20])[CH3:19])=[CH:4][C:5]2[O:9][C:8](=[O:10])[NH:7][C:6]=2[CH:11]=1. The yield is 0.850. (3) The reactants are C([O:8][C:9]1[CH:18]=[C:17]2[C:12]([C:13]([NH:19][C:20]3[CH:21]=[CH:22][C:23]([NH:26][C:27](=[O:35])[C:28]4[CH:33]=[CH:32][CH:31]=[C:30]([Cl:34])[CH:29]=4)=[N:24][CH:25]=3)=[N:14][CH:15]=[N:16]2)=[CH:11][C:10]=1[O:36][CH3:37])C1C=CC=CC=1. The catalyst is FC(F)(F)C(O)=O. The product is [Cl:34][C:30]1[CH:29]=[C:28]([CH:33]=[CH:32][CH:31]=1)[C:27]([NH:26][C:23]1[CH:22]=[CH:21][C:20]([NH:19][C:13]2[C:12]3[C:17](=[CH:18][C:9]([OH:8])=[C:10]([O:36][CH3:37])[CH:11]=3)[N:16]=[CH:15][N:14]=2)=[CH:25][N:24]=1)=[O:35]. The yield is 0.920. (4) The reactants are [S:1]1[C:5]([CH2:6][CH:7]([O:10][Si:11]([C:14]([CH3:17])([CH3:16])[CH3:15])([CH3:13])[CH3:12])[C:8]#[CH:9])=[CH:4][C:3]2[CH:18]=[CH:19][CH:20]=[CH:21][C:2]1=2.[I:22]N1C(=O)CCC1=O.C([O-])(O)=O.[Na+]. The catalyst is ClCCl. The product is [S:1]1[C:5]([CH2:6][CH:7]([O:10][Si:11]([C:14]([CH3:15])([CH3:16])[CH3:17])([CH3:12])[CH3:13])/[CH:8]=[CH:9]/[I:22])=[CH:4][C:3]2[CH:18]=[CH:19][CH:20]=[CH:21][C:2]1=2. The yield is 0.910. (5) The reactants are [Cl-].O[NH3+:3].[C:4](=[O:7])([O-])[OH:5].[Na+].CS(C)=O.[CH2:13]([C:17]1[N:18]=[C:19]([CH3:50])[N:20]([CH2:39][C:40]2[S:41][C:42]3[CH:48]=[CH:47][C:46]([CH3:49])=[CH:45][C:43]=3[CH:44]=2)[C:21](=[O:38])[C:22]=1[CH2:23][C:24]1[CH:29]=[CH:28][C:27]([C:30]2[C:31]([C:36]#[N:37])=[CH:32][CH:33]=[CH:34][CH:35]=2)=[CH:26][CH:25]=1)[CH2:14][CH2:15][CH3:16]. The catalyst is C(OCC)(=O)C. The product is [CH2:13]([C:17]1[N:18]=[C:19]([CH3:50])[N:20]([CH2:39][C:40]2[S:41][C:42]3[CH:48]=[CH:47][C:46]([CH3:49])=[CH:45][C:43]=3[CH:44]=2)[C:21](=[O:38])[C:22]=1[CH2:23][C:24]1[CH:25]=[CH:26][C:27]([C:30]2[CH:35]=[CH:34][CH:33]=[CH:32][C:31]=2[C:36]2[NH:3][C:4](=[O:7])[O:5][N:37]=2)=[CH:28][CH:29]=1)[CH2:14][CH2:15][CH3:16]. The yield is 0.350.